This data is from Peptide-MHC class I binding affinity with 185,985 pairs from IEDB/IMGT. The task is: Regression. Given a peptide amino acid sequence and an MHC pseudo amino acid sequence, predict their binding affinity value. This is MHC class I binding data. (1) The peptide sequence is QWSPGPGRL. The MHC is HLA-B08:03 with pseudo-sequence HLA-B08:03. The binding affinity (normalized) is 0.0847. (2) The peptide sequence is KVADVDLAVPV. The MHC is HLA-C14:02 with pseudo-sequence HLA-C14:02. The binding affinity (normalized) is 0.0847. (3) The peptide sequence is LTNKKYRCM. The MHC is HLA-A02:02 with pseudo-sequence HLA-A02:02. The binding affinity (normalized) is 0. (4) The peptide sequence is TIKSNILM. The MHC is Mamu-B17 with pseudo-sequence Mamu-B17. The binding affinity (normalized) is 0. (5) The peptide sequence is NETPGIRYQY. The MHC is HLA-B40:01 with pseudo-sequence HLA-B40:01. The binding affinity (normalized) is 0.390. (6) The peptide sequence is SEHFSLLFL. The MHC is HLA-A26:01 with pseudo-sequence HLA-A26:01. The binding affinity (normalized) is 0.0847. (7) The peptide sequence is KSLFNTIATLY. The MHC is HLA-A02:01 with pseudo-sequence HLA-A02:01. The binding affinity (normalized) is 0.403. (8) The binding affinity (normalized) is 0.0587. The MHC is H-2-Kb with pseudo-sequence H-2-Kb. The peptide sequence is AVNLAQILMD.